From a dataset of Forward reaction prediction with 1.9M reactions from USPTO patents (1976-2016). Predict the product of the given reaction. (1) Given the reactants [C:1]([C:3]1[CH:8]=[CH:7][C:6]([CH:9]([CH3:29])[C:10]([NH:12][CH2:13][C:14]2[C:15]([N:24]3[CH2:28][CH2:27][CH2:26][CH2:25]3)=[N:16][C:17]([C:20]([F:23])([F:22])[F:21])=[CH:18][CH:19]=2)=[O:11])=[CH:5][C:4]=1[CH3:30])#[N:2].[BH4-].[Na+], predict the reaction product. The product is: [NH2:2][CH2:1][C:3]1[CH:8]=[CH:7][C:6]([CH:9]([CH3:29])[C:10]([NH:12][CH2:13][C:14]2[C:15]([N:24]3[CH2:25][CH2:26][CH2:27][CH2:28]3)=[N:16][C:17]([C:20]([F:23])([F:21])[F:22])=[CH:18][CH:19]=2)=[O:11])=[CH:5][C:4]=1[CH3:30]. (2) Given the reactants Br[C:2]([C:8]1[CH:13]=[CH:12][CH:11]=[CH:10][CH:9]=1)([CH3:7])[C:3]([O:5][CH3:6])=[O:4].[NH:14]1[CH2:20][CH2:19][CH2:18][CH2:17][CH2:16][CH2:15]1, predict the reaction product. The product is: [N:14]1([C:2]([C:8]2[CH:13]=[CH:12][CH:11]=[CH:10][CH:9]=2)([CH3:7])[C:3]([O:5][CH3:6])=[O:4])[CH2:20][CH2:19][CH2:18][CH2:17][CH2:16][CH2:15]1. (3) Given the reactants FC(F)(F)S(O[C:7]1[CH:12]=[CH:11][C:10]([C:13]2[N:14]([CH2:28][CH:29]3[CH2:34][CH2:33][CH2:32][CH2:31][CH2:30]3)[C:15]([CH3:27])=[C:16]([C:18](=[O:26])[NH:19][CH:20]3[CH2:25][CH2:24][O:23][CH2:22][CH2:21]3)[CH:17]=2)=[CH:9][C:8]=1[C:35]([CH3:38])([CH3:37])[CH3:36])(=O)=O.[CH:41]([N:44]1[C:48](B2OC(C)(C)C(C)(C)O2)=[CH:47][CH:46]=[N:45]1)([CH3:43])[CH3:42].C([O-])([O-])=O.[Cs+].[Cs+], predict the reaction product. The product is: [C:35]([C:8]1[CH:9]=[C:10]([C:13]2[N:14]([CH2:28][CH:29]3[CH2:34][CH2:33][CH2:32][CH2:31][CH2:30]3)[C:15]([CH3:27])=[C:16]([C:18]([NH:19][CH:20]3[CH2:21][CH2:22][O:23][CH2:24][CH2:25]3)=[O:26])[CH:17]=2)[CH:11]=[CH:12][C:7]=1[C:48]1[N:44]([CH:41]([CH3:43])[CH3:42])[N:45]=[CH:46][CH:47]=1)([CH3:36])([CH3:38])[CH3:37]. (4) Given the reactants BrCC1C=CSC=1.[CH2:8](Br)[C:9]1[CH:14]=[CH:13][CH:12]=[CH:11][CH:10]=1.[O:16]=[C:17]1[CH:26]([NH:27][C:28](=[O:34])[O:29][C:30]([CH3:33])([CH3:32])[CH3:31])[CH2:25][C:24]2[C:19](=[C:20]([N:35]3[CH2:39][CH2:38][CH2:37][C:36]3=[O:40])[CH:21]=[CH:22][CH:23]=2)[NH:18]1, predict the reaction product. The product is: [CH2:8]([N:18]1[C:19]2[C:24](=[CH:23][CH:22]=[CH:21][C:20]=2[N:35]2[CH2:39][CH2:38][CH2:37][C:36]2=[O:40])[CH2:25][CH:26]([NH:27][C:28](=[O:34])[O:29][C:30]([CH3:31])([CH3:33])[CH3:32])[C:17]1=[O:16])[C:9]1[CH:14]=[CH:13][CH:12]=[CH:11][CH:10]=1. (5) Given the reactants [C:1]([C:5]1[CH:6]=[C:7]([NH:11][C:12]([CH:14]2[CH2:23][CH2:22][C:21]3[C:16](=[CH:17][C:18]([O:24][C:25]4[CH:30]=[CH:29][N:28]=[C:27]([C:31]#[N:32])[CH:26]=4)=[CH:19][CH:20]=3)[CH2:15]2)=[O:13])[CH:8]=[CH:9][CH:10]=1)([CH3:4])([CH3:3])[CH3:2].[CH2:33]([CH2:35]N)[OH:34].CCN(C(C)C)C(C)C, predict the reaction product. The product is: [C:1]([C:5]1[CH:6]=[C:7]([NH:11][C:12]([CH:14]2[CH2:23][CH2:22][C:21]3[C:16](=[CH:17][C:18]([O:24][C:25]4[CH:30]=[CH:29][N:28]=[C:27]([C:31]5[O:34][CH2:33][CH2:35][N:32]=5)[CH:26]=4)=[CH:19][CH:20]=3)[CH2:15]2)=[O:13])[CH:8]=[CH:9][CH:10]=1)([CH3:4])([CH3:2])[CH3:3]. (6) Given the reactants N1(O[C:11]2[C:12]3[N:13]=[CH:14][N:15]([C:38]=3[N:39]=[CH:40][N:41]=2)[C@@H:16]2[O:37][C@H:27]([CH2:28][O:29][Si:30]([C:33]([CH3:36])([CH3:35])[CH3:34])([CH3:32])[CH3:31])[C@@H:18]([O:19][Si:20]([C:23]([CH3:26])([CH3:25])[CH3:24])([CH3:22])[CH3:21])[CH2:17]2)C2C=CC=CC=2N=N1.C([O-])([O-])=O.[Cs+].[Cs+].[NH:48]1[CH:52]=[CH:51][N:50]=[CH:49]1, predict the reaction product. The product is: [N:48]1([C:11]2[N:41]=[CH:40][N:39]=[C:38]3[C:12]=2[N:13]=[CH:14][N:15]3[C@@H:16]2[O:37][C@H:27]([CH2:28][O:29][Si:30]([C:33]([CH3:36])([CH3:35])[CH3:34])([CH3:31])[CH3:32])[C@@H:18]([O:19][Si:20]([C:23]([CH3:26])([CH3:24])[CH3:25])([CH3:22])[CH3:21])[CH2:17]2)[CH:52]=[CH:51][N:50]=[CH:49]1. (7) Given the reactants [C:1]([NH:24][CH:25]([CH2:40][CH:41]([CH3:43])[CH3:42])[C:26]([O:28][C:29]1[CH:39]=[CH:38][CH:37]=[CH:36][C:30]=1[C:31]([O:33][CH2:34][CH3:35])=[O:32])=[O:27])(=[O:23])[CH2:2][CH2:3]/[CH:4]=[CH:5]\[CH2:6]/[CH:7]=[CH:8]\[CH2:9]/[CH:10]=[CH:11]\[CH2:12]/[CH:13]=[CH:14]\[CH2:15]/[CH:16]=[CH:17]\[CH2:18]/[CH:19]=[CH:20]\[CH2:21][CH3:22].OC1C=C([C:54]([F:57])([F:56])[F:55])C=CC=1C(O)=O, predict the reaction product. The product is: [C:1]([NH:24][CH:25]([CH2:40][CH:41]([CH3:43])[CH3:42])[C:26]([O:28][C:29]1[CH:39]=[C:38]([C:54]([F:57])([F:56])[F:55])[CH:37]=[CH:36][C:30]=1[C:31]([O:33][CH2:34][CH3:35])=[O:32])=[O:27])(=[O:23])[CH2:2][CH2:3]/[CH:4]=[CH:5]\[CH2:6]/[CH:7]=[CH:8]\[CH2:9]/[CH:10]=[CH:11]\[CH2:12]/[CH:13]=[CH:14]\[CH2:15]/[CH:16]=[CH:17]\[CH2:18]/[CH:19]=[CH:20]\[CH2:21][CH3:22].